Dataset: Full USPTO retrosynthesis dataset with 1.9M reactions from patents (1976-2016). Task: Predict the reactants needed to synthesize the given product. (1) Given the product [C:1]([O:5][C:6]([N:8]([CH3:29])[C@@:9]1([CH3:24])[CH2:13][CH2:12][N:11]([C:14]([O:16][CH2:17][C:18]2[CH:23]=[CH:22][CH:21]=[CH:20][CH:19]=2)=[O:15])[CH2:10]1)=[O:7])([CH3:4])([CH3:2])[CH3:3], predict the reactants needed to synthesize it. The reactants are: [C:1]([O:5][C:6]([NH:8][C@@:9]1([CH3:24])[CH2:13][CH2:12][N:11]([C:14]([O:16][CH2:17][C:18]2[CH:23]=[CH:22][CH:21]=[CH:20][CH:19]=2)=[O:15])[CH2:10]1)=[O:7])([CH3:4])([CH3:3])[CH3:2].CI.[H-].[Na+].[C:29](O)(=O)CC(CC(O)=O)(C(O)=O)O. (2) The reactants are: Br[C:2]1[CH:25]=[CH:24][C:5]2[C:6]3[N:7]([CH:11]=[C:12]([C:14]4[N:15]([CH2:19][C:20]([NH:22][CH3:23])=[O:21])[CH:16]=[CH:17][N:18]=4)[N:13]=3)[CH2:8][CH2:9][O:10][C:4]=2[CH:3]=1.[CH3:26][C:27]([OH:44])([CH3:43])[CH2:28][N:29]1[CH:33]=[C:32](B2OC(C)(C)C(C)(C)O2)[CH:31]=[N:30]1. Given the product [OH:44][C:27]([CH3:43])([CH3:26])[CH2:28][N:29]1[CH:33]=[C:32]([C:2]2[CH:25]=[CH:24][C:5]3[C:6]4[N:7]([CH:11]=[C:12]([C:14]5[N:15]([CH2:19][C:20]([NH:22][CH3:23])=[O:21])[CH:16]=[CH:17][N:18]=5)[N:13]=4)[CH2:8][CH2:9][O:10][C:4]=3[CH:3]=2)[CH:31]=[N:30]1, predict the reactants needed to synthesize it. (3) Given the product [CH2:1]([O:3][C:4]([C:6]1[N:10]([CH3:12])[N:9]=[C:8]([O:13][CH3:16])[CH:7]=1)=[O:5])[CH3:2], predict the reactants needed to synthesize it. The reactants are: [CH2:1]([O:3][C:4]([C:6]1[N+:10]([CH3:12])(C)[NH:9][C:8](=[O:13])[CH:7]=1)=[O:5])[CH3:2].CI.[C:16](=O)([O-])[O-].[K+].[K+]. (4) Given the product [C:1]([O:5][C:6]([NH:8][C@H:9]([CH2:21][S:43][C:38]1[CH:39]=[CH:40][C:41]([Cl:42])=[C:36]([Cl:35])[CH:37]=1)[CH2:10][C:11]([O:13][CH2:14][C:15]1[CH:16]=[CH:17][CH:18]=[CH:19][CH:20]=1)=[O:12])=[O:7])([CH3:2])([CH3:3])[CH3:4], predict the reactants needed to synthesize it. The reactants are: [C:1]([O:5][C:6]([NH:8][C@H:9]([CH2:21]O)[CH2:10][C:11]([O:13][CH2:14][C:15]1[CH:20]=[CH:19][CH:18]=[CH:17][CH:16]=1)=[O:12])=[O:7])([CH3:4])([CH3:3])[CH3:2].C(N(CC)CC)C.CS(Cl)(=O)=O.[Cl:35][C:36]1[CH:37]=[C:38]([SH:43])[CH:39]=[CH:40][C:41]=1[Cl:42].[H-].[Na+].S([O-])(=O)(=O)C. (5) Given the product [CH3:1][O:2][C:3](=[O:20])[CH2:4][CH2:5][C:6]1[C:11]([O:12][CH2:13][CH2:14][CH2:15][CH2:16][CH2:17][OH:18])=[CH:10][CH:9]=[CH:8][C:7]=1[O:19][CH2:42][CH2:41][O:40][CH2:39][CH2:38][O:37][CH2:36][CH2:35][O:34][CH2:33][CH2:32][NH:31][C:29]([O:28][CH2:21][C:22]1[CH:23]=[CH:24][CH:25]=[CH:26][CH:27]=1)=[O:30], predict the reactants needed to synthesize it. The reactants are: [CH3:1][O:2][C:3](=[O:20])[CH2:4][CH2:5][C:6]1[C:11]([O:12][CH2:13][CH2:14][CH2:15][CH2:16][CH2:17][OH:18])=[CH:10][CH:9]=[CH:8][C:7]=1[OH:19].[CH2:21]([O:28][C:29]([NH:31][CH2:32][CH2:33][O:34][CH2:35][CH2:36][O:37][CH2:38][CH2:39][O:40][CH2:41][CH2:42]I)=[O:30])[C:22]1[CH:27]=[CH:26][CH:25]=[CH:24][CH:23]=1.C([O-])([O-])=O.[K+].[K+]. (6) Given the product [CH2:26]([O:21][C:20]([C:15]1[N:14]=[N:13][C:12]([O:11][CH2:10][C:9]2[C:5]([CH2:1][CH2:2][CH2:3][CH3:4])=[N:6][O:7][C:8]=2[CH3:19])=[CH:17][CH:16]=1)=[O:23])[CH3:27], predict the reactants needed to synthesize it. The reactants are: [CH2:1]([C:5]1[C:9]([CH2:10][O:11][C:12]2[N:13]=[N:14][C:15](Cl)=[CH:16][CH:17]=2)=[C:8]([CH3:19])[O:7][N:6]=1)[CH2:2][CH2:3][CH3:4].[C:20](=[O:23])([O-])[O-:21].[Na+].[Na+].[CH2:26](O)[CH3:27]. (7) Given the product [C:1]([O:5][C:6](=[O:19])[CH2:7][C@@H:8]([CH2:9][OH:10])[CH2:12][C@H:13]([CH3:18])[CH2:14][CH2:15][CH2:16][CH3:17])([CH3:2])([CH3:4])[CH3:3], predict the reactants needed to synthesize it. The reactants are: [C:1]([O:5][C:6](=[O:19])[CH2:7][C@H:8]([CH2:12][C@H:13]([CH3:18])[CH2:14][CH2:15][CH2:16][CH3:17])[C:9](O)=[O:10])([CH3:4])([CH3:3])[CH3:2].